From a dataset of Forward reaction prediction with 1.9M reactions from USPTO patents (1976-2016). Predict the product of the given reaction. (1) The product is: [CH3:3][C:4]1[C:12]([N+:13]([O-:15])=[O:14])=[CH:11][CH:10]=[CH:9][C:5]=1[CH2:6][OH:7]. Given the reactants [BH4-].[Na+].[CH3:3][C:4]1[C:12]([N+:13]([O-:15])=[O:14])=[CH:11][CH:10]=[CH:9][C:5]=1[C:6](O)=[O:7].CS(O)(=O)=O, predict the reaction product. (2) Given the reactants Br[C:2]1[CH:7]=[C:6]([C:8]([O:12][CH3:13])([O:10][CH3:11])[CH3:9])[CH:5]=[C:4]([C:14]([F:17])([F:16])[F:15])[C:3]=1[O:18][CH3:19].C(=O)([O-])[O-].[Cs+].[Cs+].CC1(C)C2C=CC=C(P(C3C=CC=CC=3)C3C=CC=CC=3)C=2OC2C1=CC=CC=2P(C1C=CC=CC=1)C1C=CC=CC=1.[NH:68]1[CH2:73][CH2:72][O:71][CH2:70][CH2:69]1, predict the reaction product. The product is: [CH3:11][O:10][C:8]([C:6]1[CH:5]=[C:4]([C:14]([F:17])([F:16])[F:15])[C:3]([O:18][CH3:19])=[C:2]([N:68]2[CH2:73][CH2:72][O:71][CH2:70][CH2:69]2)[CH:7]=1)([O:12][CH3:13])[CH3:9]. (3) Given the reactants C(=O)([O-])O.[Na+].Cl.[NH2:7][OH:8].[F:9][C:10]([F:27])([F:26])[C:11]1[CH:25]=[CH:24][CH:23]=[CH:22][C:12]=1[O:13][C:14]1[CH:19]=[CH:18][N:17]=[C:16]([C:20]#[N:21])[CH:15]=1, predict the reaction product. The product is: [F:27][C:10]([F:26])([F:9])[C:11]1[CH:25]=[CH:24][CH:23]=[CH:22][C:12]=1[O:13][C:14]1[CH:19]=[CH:18][N:17]=[C:16]([C:20](=[N:7][OH:8])[NH2:21])[CH:15]=1. (4) Given the reactants [CH2:1]([N:8]1[CH:13]=[C:12]([C:14](=[O:22])[CH:15]=[C:16]([OH:21])[C:17]([O:19]C)=[O:18])[C:11](=[O:23])[N:10]([CH2:24][C:25]2[CH:30]=[CH:29][CH:28]=[CH:27][CH:26]=2)[C:9]1=[O:31])[C:2]1[CH:7]=[CH:6][CH:5]=[CH:4][CH:3]=1.Cl, predict the reaction product. The product is: [CH2:1]([N:8]1[CH:13]=[C:12]([C:14](=[O:22])[CH:15]=[C:16]([OH:21])[C:17]([OH:19])=[O:18])[C:11](=[O:23])[N:10]([CH2:24][C:25]2[CH:30]=[CH:29][CH:28]=[CH:27][CH:26]=2)[C:9]1=[O:31])[C:2]1[CH:7]=[CH:6][CH:5]=[CH:4][CH:3]=1. (5) Given the reactants Cl[C:2]1[CH:7]=[C:6]([Cl:8])[N:5]=[C:4]([NH:9][CH3:10])[N:3]=1.[CH2:11]([C@H:13]1[NH:18][CH2:17][C@@H:16]([C:19]([NH:21][CH2:22][C:23]2[CH:28]=[CH:27][CH:26]=[CH:25][CH:24]=2)=[O:20])[O:15][CH2:14]1)[CH3:12].CCN(C(C)C)C(C)C, predict the reaction product. The product is: [Cl:8][C:6]1[N:5]=[C:4]([NH:9][CH3:10])[N:3]=[C:2]([N:18]2[C@H:13]([CH2:11][CH3:12])[CH2:14][O:15][C@H:16]([C:19]([NH:21][CH2:22][C:23]3[CH:28]=[CH:27][CH:26]=[CH:25][CH:24]=3)=[O:20])[CH2:17]2)[CH:7]=1. (6) Given the reactants I.[NH:2]1[CH2:8][CH2:7][CH2:6][CH2:5][NH:4][C:3]1=[N:9][NH2:10].Cl.[C:12](Cl)(=O)[C:13]1[CH:18]=[CH:17][CH:16]=[N:15][CH:14]=1.C([O-])([O-])=O.[Na+].[Na+], predict the reaction product. The product is: [N:15]1[CH:16]=[CH:17][CH:18]=[C:13]([C:12]2[N:2]3[CH2:8][CH2:7][CH2:6][CH2:5][NH:4][C:3]3=[N:9][N:10]=2)[CH:14]=1. (7) Given the reactants C([O:3][C:4]([C:6]1[CH:10]=[C:9]([CH3:11])[NH:8][N:7]=1)=[O:5])C.[OH-].[Na+].Cl, predict the reaction product. The product is: [CH3:11][C:9]1[NH:8][N:7]=[C:6]([C:4]([OH:5])=[O:3])[CH:10]=1. (8) Given the reactants [CH3:1][CH:2]([C@H:4]([CH2:20][C@H:21]([NH2:39])[C@@H:22]([OH:38])[CH2:23][C@H:24]([C:28]([NH:30][CH2:31][C:32]([C:35]([NH2:37])=[O:36])([CH3:34])[CH3:33])=[O:29])[CH:25]([CH3:27])[CH3:26])[CH2:5][C:6]1[CH:7]=[CH:8][C:9]([O:18][CH3:19])=[C:10]([O:12][CH2:13][CH2:14][CH2:15][O:16][CH3:17])[CH:11]=1)[CH3:3].COC(=O)OC.[C:46]([OH:53])(=[O:52])/[CH:47]=[CH:48]/[C:49]([OH:51])=[O:50], predict the reaction product. The product is: [CH3:3][CH:2]([C@H:4]([CH2:20][C@H:21]([NH2:39])[C@@H:22]([OH:38])[CH2:23][C@H:24]([C:28]([NH:30][CH2:31][C:32]([C:35]([NH2:37])=[O:36])([CH3:33])[CH3:34])=[O:29])[CH:25]([CH3:26])[CH3:27])[CH2:5][C:6]1[CH:7]=[CH:8][C:9]([O:18][CH3:19])=[C:10]([O:12][CH2:13][CH2:14][CH2:15][O:16][CH3:17])[CH:11]=1)[CH3:1].[CH3:3][CH:2]([C@H:4]([CH2:20][C@H:21]([NH2:39])[C@@H:22]([OH:38])[CH2:23][C@H:24]([C:28]([NH:30][CH2:31][C:32]([C:35]([NH2:37])=[O:36])([CH3:33])[CH3:34])=[O:29])[CH:25]([CH3:26])[CH3:27])[CH2:5][C:6]1[CH:7]=[CH:8][C:9]([O:18][CH3:19])=[C:10]([O:12][CH2:13][CH2:14][CH2:15][O:16][CH3:17])[CH:11]=1)[CH3:1].[CH:47](/[C:46]([OH:53])=[O:52])=[CH:48]\[C:49]([OH:51])=[O:50]. (9) Given the reactants CC(OI1(OC(C)=O)(OC(C)=O)OC(=O)C2C1=CC=CC=2)=O.[NH:23]1[C:31]2[C:26](=[CH:27][CH:28]=[CH:29][CH:30]=2)[C:25]([C@H:32]2[C:40]3[C:35](=[CH:36][CH:37]=[CH:38][CH:39]=3)[C@@H:34]([OH:41])[CH2:33]2)=[CH:24]1.C(OCC)(=O)C.C([O-])(O)=O.[Na+], predict the reaction product. The product is: [NH:23]1[C:31]2[C:26](=[CH:27][CH:28]=[CH:29][CH:30]=2)[C:25]([C@H:32]2[C:40]3[C:35](=[CH:36][CH:37]=[CH:38][CH:39]=3)[C:34](=[O:41])[CH2:33]2)=[CH:24]1.